This data is from NCI-60 drug combinations with 297,098 pairs across 59 cell lines. The task is: Regression. Given two drug SMILES strings and cell line genomic features, predict the synergy score measuring deviation from expected non-interaction effect. (1) Drug 1: C(CN)CNCCSP(=O)(O)O. Drug 2: C1C(C(OC1N2C=NC3=C2NC=NCC3O)CO)O. Cell line: NCI-H522. Synergy scores: CSS=-1.10, Synergy_ZIP=-0.407, Synergy_Bliss=-2.77, Synergy_Loewe=-4.07, Synergy_HSA=-3.64. (2) Drug 1: CN(C)N=NC1=C(NC=N1)C(=O)N. Drug 2: CC1=C2C(C(=O)C3(C(CC4C(C3C(C(C2(C)C)(CC1OC(=O)C(C(C5=CC=CC=C5)NC(=O)C6=CC=CC=C6)O)O)OC(=O)C7=CC=CC=C7)(CO4)OC(=O)C)O)C)OC(=O)C. Cell line: SNB-75. Synergy scores: CSS=0.629, Synergy_ZIP=-3.57, Synergy_Bliss=-8.94, Synergy_Loewe=-28.9, Synergy_HSA=-10.6. (3) Drug 1: CC1=C2C(C(=O)C3(C(CC4C(C3C(C(C2(C)C)(CC1OC(=O)C(C(C5=CC=CC=C5)NC(=O)C6=CC=CC=C6)O)O)OC(=O)C7=CC=CC=C7)(CO4)OC(=O)C)O)C)OC(=O)C. Drug 2: CC1=C2C(C(=O)C3(C(CC4C(C3C(C(C2(C)C)(CC1OC(=O)C(C(C5=CC=CC=C5)NC(=O)OC(C)(C)C)O)O)OC(=O)C6=CC=CC=C6)(CO4)OC(=O)C)O)C)O. Cell line: MCF7. Synergy scores: CSS=26.5, Synergy_ZIP=-5.31, Synergy_Bliss=-0.761, Synergy_Loewe=0.222, Synergy_HSA=1.65. (4) Drug 1: CC12CCC3C(C1CCC2O)C(CC4=C3C=CC(=C4)O)CCCCCCCCCS(=O)CCCC(C(F)(F)F)(F)F. Drug 2: N.N.Cl[Pt+2]Cl. Cell line: SK-MEL-2. Synergy scores: CSS=70.5, Synergy_ZIP=3.11, Synergy_Bliss=1.14, Synergy_Loewe=3.83, Synergy_HSA=7.27. (5) Drug 1: C1CCN(CC1)CCOC2=CC=C(C=C2)C(=O)C3=C(SC4=C3C=CC(=C4)O)C5=CC=C(C=C5)O. Drug 2: CC1=C(C(CCC1)(C)C)C=CC(=CC=CC(=CC(=O)O)C)C. Cell line: NCI-H322M. Synergy scores: CSS=5.83, Synergy_ZIP=-1.58, Synergy_Bliss=-2.34, Synergy_Loewe=-2.74, Synergy_HSA=-4.48.